Dataset: Catalyst prediction with 721,799 reactions and 888 catalyst types from USPTO. Task: Predict which catalyst facilitates the given reaction. (1) Product: [CH3:1][C:2]1[CH:3]=[CH:4][C:5]([C:8]2[N:9]([C:10]3[CH:15]=[CH:14][C:13]([S:16][CH3:17])=[CH:12][CH:11]=3)[CH2:25][C:26]([OH:31])([C:27]([F:30])([F:29])[F:28])[N:18]=2)=[N:6][CH:7]=1. The catalyst class is: 32. Reactant: [CH3:1][C:2]1[CH:3]=[CH:4][C:5]([C:8](=[NH:18])[NH:9][C:10]2[CH:15]=[CH:14][C:13]([S:16][CH3:17])=[CH:12][CH:11]=2)=[N:6][CH:7]=1.C(=O)(O)[O-].[Na+].Br[CH2:25][C:26](=[O:31])[C:27]([F:30])([F:29])[F:28].N1C=CNC1. (2) Product: [NH2:21][C:20]1[N:16]([C:13]2[CH:14]=[CH:15][C:10]([CH2:9][OH:8])=[CH:11][CH:12]=2)[N:17]=[C:18]([C:22]([CH3:25])([CH3:24])[CH3:23])[CH:19]=1. Reactant: [H-].[Al+3].[Li+].[H-].[H-].[H-].C[O:8][C:9](=O)[C:10]1[CH:15]=[CH:14][C:13]([N:16]2[C:20]([NH2:21])=[CH:19][C:18]([C:22]([CH3:25])([CH3:24])[CH3:23])=[N:17]2)=[CH:12][CH:11]=1. The catalyst class is: 7.